Dataset: Rat liver microsome stability data. Task: Regression/Classification. Given a drug SMILES string, predict its absorption, distribution, metabolism, or excretion properties. Task type varies by dataset: regression for continuous measurements (e.g., permeability, clearance, half-life) or binary classification for categorical outcomes (e.g., BBB penetration, CYP inhibition). Dataset: rlm. The drug is Cn1nc(-c2ccc(C(F)(F)F)cc2)nc2c(=O)n(C)c(=O)nc1-2. The result is 0 (unstable in rat liver microsomes).